Dataset: Forward reaction prediction with 1.9M reactions from USPTO patents (1976-2016). Task: Predict the product of the given reaction. (1) The product is: [Cl:10][C:11]1[C:16]([C:17]2[CH:22]=[CH:21][CH:20]=[CH:19][CH:18]=2)=[N:15][N:14]=[C:13]2[N:23]([CH2:27][CH2:28][N:29]3[CH2:33][CH2:32][CH2:31][CH2:30]3)[N:24]=[C:25]([C:1]3[CH:6]=[CH:5][CH:4]=[CH:3][CH:2]=3)[C:12]=12. Given the reactants [C:1]1(B(O)O)[CH:6]=[CH:5][CH:4]=[CH:3][CH:2]=1.[Cl:10][C:11]1[C:16]([C:17]2[CH:22]=[CH:21][CH:20]=[CH:19][CH:18]=2)=[N:15][N:14]=[C:13]2[N:23]([CH2:27][CH2:28][N:29]3[CH2:33][CH2:32][CH2:31][CH2:30]3)[N:24]=[C:25](I)[C:12]=12, predict the reaction product. (2) Given the reactants [N+:1]([C:4]1[CH:9]=[CH:8][CH:7]=[CH:6][C:5]=1[S:10]([NH:13][CH:14]1[C:23]2[N:22]=[CH:21][CH:20]=[CH:19][C:18]=2[CH2:17][CH2:16][CH2:15]1)(=[O:12])=[O:11])([O-:3])=[O:2].[CH3:24][O:25][C:26](=[O:37])[C:27]1[CH:32]=[C:31]([C:33]#[N:34])[CH:30]=[CH:29][C:28]=1[CH2:35]Br.C([O-])([O-])=O.[K+].[K+].N#N, predict the reaction product. The product is: [CH3:24][O:25][C:26](=[O:37])[C:27]1[CH:32]=[C:31]([C:33]#[N:34])[CH:30]=[CH:29][C:28]=1[CH2:35][N:13]([S:10]([C:5]1[CH:6]=[CH:7][CH:8]=[CH:9][C:4]=1[N+:1]([O-:3])=[O:2])(=[O:11])=[O:12])[CH:14]1[C:23]2[N:22]=[CH:21][CH:20]=[CH:19][C:18]=2[CH2:17][CH2:16][CH2:15]1.